Dataset: Full USPTO retrosynthesis dataset with 1.9M reactions from patents (1976-2016). Task: Predict the reactants needed to synthesize the given product. (1) Given the product [F:1][C:2]1[CH:7]=[CH:6][CH:5]=[CH:4][C:3]=1[N:8]1[C:16]2[C:11](=[C:12]([N:17]3[CH2:21][CH2:20][N:19]([C:34]4[N:39]=[CH:38][C:37]([CH3:40])=[CH:36][N:35]=4)[C:18]3=[O:22])[CH:13]=[CH:14][CH:15]=2)[CH:10]=[N:9]1, predict the reactants needed to synthesize it. The reactants are: [F:1][C:2]1[CH:7]=[CH:6][CH:5]=[CH:4][C:3]=1[N:8]1[C:16]2[C:11](=[C:12]([N:17]3[CH2:21][CH2:20][NH:19][C:18]3=[O:22])[CH:13]=[CH:14][CH:15]=2)[CH:10]=[N:9]1.CN[C@@H]1CCCC[C@H]1NC.Br[C:34]1[N:39]=[CH:38][C:37]([CH3:40])=[CH:36][N:35]=1.[O-]P([O-])([O-])=O.[K+].[K+].[K+]. (2) Given the product [O:2]1[CH2:3][C:4]2([CH2:8][CH:7]3[CH:6]([CH:11]3[C:12]([O:14][CH2:15][CH3:16])=[O:13])[CH2:5]2)[CH2:1]1, predict the reactants needed to synthesize it. The reactants are: [CH2:1]1[C:4]2([CH2:8][CH:7]=[CH:6][CH2:5]2)[CH2:3][O:2]1.[N+](=[CH:11][C:12]([O:14][CH2:15][CH3:16])=[O:13])=[N-]. (3) Given the product [Cl:15][C:16]1[CH:21]=[C:20]([Cl:22])[CH:19]=[C:18]([CH3:23])[C:17]=1[S:24]([NH:2][C:3]1[S:4][C:5]2[C:11](=[O:12])[CH2:10][C:9]([CH3:14])([CH3:13])[CH2:8][C:6]=2[N:7]=1)(=[O:26])=[O:25], predict the reactants needed to synthesize it. The reactants are: Br.[NH2:2][C:3]1[S:4][C:5]2[C:11](=[O:12])[CH2:10][C:9]([CH3:14])([CH3:13])[CH2:8][C:6]=2[N:7]=1.[Cl:15][C:16]1[CH:21]=[C:20]([Cl:22])[CH:19]=[C:18]([CH3:23])[C:17]=1[S:24](Cl)(=[O:26])=[O:25].